Dataset: Reaction yield outcomes from USPTO patents with 853,638 reactions. Task: Predict the reaction yield, written as a fraction of the theoretical maximum amount of product (1.0 means a 100% yield; for example, 0.34 means a 34% yield). (1) The reactants are CS(O)(=O)=O.[CH3:6][O:7][C:8]1[CH:23]=[C:22]([CH2:24][NH:25][CH2:26][CH2:27][CH2:28][CH:29]([CH3:31])[CH3:30])[CH:21]=[CH:20][C:9]=1[O:10][C:11]1[CH:19]=[CH:18][C:14]([C:15]([NH2:17])=[O:16])=[CH:13][N:12]=1.C(C1C=CC(OC2C=CC(C(N)=O)=CN=2)=C(OC)C=1)=O.CC(C)CCCN.[BH4-].[Na+]. The catalyst is CO. The product is [CH3:6][O:7][C:8]1[CH:23]=[C:22]([CH2:24][NH:25][CH2:26][CH2:27][CH2:28][CH:29]([CH3:31])[CH3:30])[CH:21]=[CH:20][C:9]=1[O:10][C:11]1[CH:19]=[CH:18][C:14]([C:15]([NH2:17])=[O:16])=[CH:13][N:12]=1. The yield is 0.718. (2) The reactants are [Cl:1][C:2]1[N:3]=[C:4]([N:12]2[CH2:17][CH2:16][O:15][CH2:14][CH2:13]2)[C:5]2[S:10][CH:9]=[C:8]([CH3:11])[C:6]=2[N:7]=1.ClC1N=C(N2CCOCC2)C2SC=CC=2N=1.C(OC(C1SC=C(C)C=1N)=O)C.[Li]CCCC.[I:51]I. The catalyst is C1COCC1. The product is [Cl:1][C:2]1[N:3]=[C:4]([N:12]2[CH2:13][CH2:14][O:15][CH2:16][CH2:17]2)[C:5]2[S:10][C:9]([I:51])=[C:8]([CH3:11])[C:6]=2[N:7]=1. The yield is 0.840. (3) The reactants are [Sn](Cl)(Cl)(Cl)[Cl:2].[CH2:6]([O:8][CH2:9][CH2:10][O:11][C:12]1[CH:17]=[CH:16][C:15]([CH2:18][CH2:19][Ge:20]([CH3:23])(C)[CH3:21])=[CH:14][CH:13]=1)[CH3:7]. The catalyst is [N+](C)([O-])=O. The product is [CH2:6]([O:8][CH2:9][CH2:10][O:11][C:12]1[CH:17]=[CH:16][C:15]([CH2:18][CH2:19][Ge:20]([Cl:2])([CH3:23])[CH3:21])=[CH:14][CH:13]=1)[CH3:7]. The yield is 0.910. (4) The reactants are [F:1][C:2]1[CH:7]=[CH:6][C:5]([NH:8][C:9]([C:11]2([C:14]([NH:16][C:17]3[CH:22]=[CH:21][C:20]([O:23][C:24]4[C:33]5[C:28](=[CH:29][C:30]([OH:36])=[C:31]([O:34][CH3:35])[CH:32]=5)[N:27]=[CH:26][CH:25]=4)=[C:19]([F:37])[CH:18]=3)=[O:15])[CH2:13][CH2:12]2)=[O:10])=[CH:4][CH:3]=1.[CH2:38]([N:40]([CH2:44][CH3:45])[CH2:41][CH2:42]O)[CH3:39].C1C=CC(P(C2C=CC=CC=2)C2C=CC=CC=2)=CC=1.CC(OC(/N=N/C(OC(C)C)=O)=O)C. The catalyst is C(Cl)Cl. The product is [CH2:38]([N:40]([CH2:44][CH3:45])[CH2:41][CH2:42][O:36][C:30]1[CH:29]=[C:28]2[C:33]([C:24]([O:23][C:20]3[CH:21]=[CH:22][C:17]([NH:16][C:14]([C:11]4([C:9]([NH:8][C:5]5[CH:6]=[CH:7][C:2]([F:1])=[CH:3][CH:4]=5)=[O:10])[CH2:12][CH2:13]4)=[O:15])=[CH:18][C:19]=3[F:37])=[CH:25][CH:26]=[N:27]2)=[CH:32][C:31]=1[O:34][CH3:35])[CH3:39]. The yield is 0.340. (5) The catalyst is CC#N.CCOC(C)=O. The reactants are Cl.[CH3:2][O:3][C:4](=[O:8])[C@H:5]([CH3:7])[NH2:6].[C:9](O)(=[O:31])[CH2:10][CH2:11]/[CH:12]=[CH:13]\[CH2:14]/[CH:15]=[CH:16]\[CH2:17]/[CH:18]=[CH:19]\[CH2:20]/[CH:21]=[CH:22]\[CH2:23]/[CH:24]=[CH:25]\[CH2:26]/[CH:27]=[CH:28]\[CH2:29][CH3:30].CCN=C=NCCCN(C)C.CCN(C(C)C)C(C)C. The yield is 0.790. The product is [C:9]([NH:6][C@@H:5]([CH3:7])[C:4]([O:3][CH3:2])=[O:8])(=[O:31])[CH2:10][CH2:11]/[CH:12]=[CH:13]\[CH2:14]/[CH:15]=[CH:16]\[CH2:17]/[CH:18]=[CH:19]\[CH2:20]/[CH:21]=[CH:22]\[CH2:23]/[CH:24]=[CH:25]\[CH2:26]/[CH:27]=[CH:28]\[CH2:29][CH3:30]. (6) The reactants are C([O:3][C:4]([C:6]1[N:7]=[C:8]([CH:11]2[CH2:16][CH2:15][CH2:14][CH2:13][CH2:12]2)[S:9][CH:10]=1)=[O:5])C.[Li+].[OH-]. The catalyst is O. The product is [CH:11]1([C:8]2[S:9][CH:10]=[C:6]([C:4]([OH:5])=[O:3])[N:7]=2)[CH2:12][CH2:13][CH2:14][CH2:15][CH2:16]1. The yield is 0.830.